This data is from Forward reaction prediction with 1.9M reactions from USPTO patents (1976-2016). The task is: Predict the product of the given reaction. (1) Given the reactants [F:1][C:2]1[CH:3]=[C:4]([OH:8])[CH:5]=[CH:6][CH:7]=1.[CH2:9](Br)[CH:10]([CH3:12])[CH3:11].FC(F)(F)S(OCC(F)(F)F)(=O)=O, predict the reaction product. The product is: [F:1][C:2]1[CH:7]=[CH:6][CH:5]=[C:4]([O:8][CH2:9][CH:10]([CH3:12])[CH3:11])[CH:3]=1. (2) Given the reactants [CH3:1][C@@H:2]1[CH2:8][NH:7][CH2:6][C:5]2[CH:9]=[CH:10][C:11]([C:13]([O:15][CH3:16])=[O:14])=[CH:12][C:4]=2[O:3]1.I[C:18]1[CH:23]=[CH:22][CH:21]=[CH:20][CH:19]=1.CC1(C)C2C(=C(P(C3C=CC=CC=3)C3C=CC=CC=3)C=CC=2)OC2C(P(C3C=CC=CC=3)C3C=CC=CC=3)=CC=CC1=2.C([O-])([O-])=O.[Cs+].[Cs+], predict the reaction product. The product is: [CH3:1][C@@H:2]1[CH2:8][N:7]([C:18]2[CH:23]=[CH:22][CH:21]=[CH:20][CH:19]=2)[CH2:6][C:5]2[CH:9]=[CH:10][C:11]([C:13]([O:15][CH3:16])=[O:14])=[CH:12][C:4]=2[O:3]1. (3) Given the reactants [C:1]([CH2:3][C:4]([NH2:6])=[S:5])#[N:2].[F:7]CC(C1C=CC=CC=1)=O.[C:17]([O-])(=O)[CH3:18].[NH4+].C(O)(=O)C.[CH:26]1[CH:31]=[CH:30][CH:29]=[CH:28][CH:27]=1, predict the reaction product. The product is: [C:1]([C:3](=[C:17]([C:26]1[CH:31]=[CH:30][CH:29]=[C:28]([F:7])[CH:27]=1)[CH3:18])[C:4](=[S:5])[NH2:6])#[N:2]. (4) Given the reactants Cl.CO[CH:4]1[CH2:8][CH2:7][CH:6](OC)[O:5]1.[CH2:11]([NH2:18])[C:12]1[CH:17]=[CH:16][CH:15]=[CH:14][CH:13]=1.O=[C:20]([CH2:25]C(O)=O)[CH2:21]C(O)=O.C([O-])(=O)C.[Na+].[OH-].[Na+], predict the reaction product. The product is: [CH2:11]([N:18]1[CH:7]2[CH2:6][CH2:25][CH:20]1[CH2:21][C:4](=[O:5])[CH2:8]2)[C:12]1[CH:17]=[CH:16][CH:15]=[CH:14][CH:13]=1.